From a dataset of Forward reaction prediction with 1.9M reactions from USPTO patents (1976-2016). Predict the product of the given reaction. (1) Given the reactants [Br:1][C:2]1[O:3][C:4]([C:11]([OH:13])=O)=[C:5]([C:7]([F:10])([F:9])[F:8])[N:6]=1.C(Cl)(=O)C([Cl:17])=O.CN(C=O)C, predict the reaction product. The product is: [Br:1][C:2]1[O:3][C:4]([C:11]([Cl:17])=[O:13])=[C:5]([C:7]([F:10])([F:9])[F:8])[N:6]=1. (2) Given the reactants C(O[CH:9]1[CH2:14][CH2:13][CH2:12][N:11]2[C:15]([C:18]3[CH:23]=[CH:22][C:21]([C:24]4[O:28][C:27]([CH3:29])=[N:26][CH:25]=4)=[C:20]([O:30][CH3:31])[CH:19]=3)=[N:16][N:17]=[C:10]12)C1C=CC=CC=1.ClCCl.[Cl:35][C:36]1[CH:37]=[C:38]([OH:43])[CH:39]=[CH:40][C:41]=1[Cl:42].C1(P(C2C=CC=CC=2)C2C=CC=CC=2)C=CC=CC=1.N(C(OCC)=O)=NC(OCC)=O, predict the reaction product. The product is: [Cl:35][C:36]1[CH:37]=[C:38]([CH:39]=[CH:40][C:41]=1[Cl:42])[O:43][CH:9]1[CH2:14][CH2:13][CH2:12][N:11]2[C:15]([C:18]3[CH:23]=[CH:22][C:21]([C:24]4[O:28][C:27]([CH3:29])=[N:26][CH:25]=4)=[C:20]([O:30][CH3:31])[CH:19]=3)=[N:16][N:17]=[C:10]12.